From a dataset of Reaction yield outcomes from USPTO patents with 853,638 reactions. Predict the reaction yield, written as a fraction of the theoretical maximum amount of product (1.0 means a 100% yield; for example, 0.34 means a 34% yield). (1) The reactants are [O:1]=[C:2]([NH:8][C:9]1[CH:14]=[CH:13][CH:12]=[C:11]([C:15]([F:18])([F:17])[F:16])[CH:10]=1)[C:3]([O:5]CC)=O.[NH2:19][CH2:20][CH:21]([OH:23])[CH3:22]. The catalyst is C(O)C. The product is [OH:23][CH:21]([CH3:22])[CH2:20][NH:19][C:3](=[O:5])[C:2]([NH:8][C:9]1[CH:14]=[CH:13][CH:12]=[C:11]([C:15]([F:16])([F:17])[F:18])[CH:10]=1)=[O:1]. The yield is 0.990. (2) The reactants are I[C:2]1[N:3]=[C:4]([CH:11]([CH3:13])[CH3:12])[N:5]2[CH:10]=[CH:9][N:8]=[CH:7][C:6]=12.[C:14]1([C:20](=[N:27][C:28]2[CH:29]=[C:30]([CH:37]=[CH:38][N:39]=2)[C:31](N(OC)C)=[O:32])[C:21]2[CH:26]=[CH:25][CH:24]=[CH:23][CH:22]=2)[CH:19]=[CH:18][CH:17]=[CH:16][CH:15]=1.[Li]CCCC. The catalyst is C1(C)C=CC=CC=1. The product is [C:14]1([C:20](=[N:27][C:28]2[CH:29]=[C:30]([C:31]([C:2]3[N:3]=[C:4]([CH:11]([CH3:13])[CH3:12])[N:5]4[CH:10]=[CH:9][N:8]=[CH:7][C:6]=34)=[O:32])[CH:37]=[CH:38][N:39]=2)[C:21]2[CH:26]=[CH:25][CH:24]=[CH:23][CH:22]=2)[CH:15]=[CH:16][CH:17]=[CH:18][CH:19]=1. The yield is 0.400.